Dataset: CYP2C19 inhibition data for predicting drug metabolism from PubChem BioAssay. Task: Regression/Classification. Given a drug SMILES string, predict its absorption, distribution, metabolism, or excretion properties. Task type varies by dataset: regression for continuous measurements (e.g., permeability, clearance, half-life) or binary classification for categorical outcomes (e.g., BBB penetration, CYP inhibition). Dataset: cyp2c19_veith. (1) The molecule is CCCCCCCCCCCCCCCC[N+](C)(C)CCN(Cc1ccc(OC)cc1)c1ncccn1. The result is 0 (non-inhibitor). (2) The molecule is CSc1ccc(S(=O)(=O)Nc2ccc3c4c(cccc24)CC3)cc1. The result is 1 (inhibitor). (3) The compound is C[C@@]12CC[C@@H]3[C@H](CC[C@H]4C[C@@H](O)CC[C@]43C)[C@@]1(O)CC[C@@H]2C1=CC(=O)OC1. The result is 0 (non-inhibitor). (4) The drug is CNc1nc(-c2ccccc2Cl)nc2ccccc12. The result is 1 (inhibitor).